Binary Classification. Given a miRNA mature sequence and a target amino acid sequence, predict their likelihood of interaction. From a dataset of Experimentally validated miRNA-target interactions with 360,000+ pairs, plus equal number of negative samples. (1) The miRNA is mmu-miR-669g with sequence UGCAUUGUAUGUGUUGACAUGAU. The protein sequence of the target gene is MGSVRTNRYSIVSSEEDGMKLATMAVANGFGNGKSKVHTRQQCRSRFVKKDGHCNVQFINVGEKGQRYLADIFTTCVDIRWRWMLVIFCLAFVLSWLFFGCVFWLIALLHGDLDTSKVSKACVSEVNSFTAAFLFSIETQTTIGYGFRCVTDECPIAVFMVVFQSIVGCIIDAFIIGAVMAKMAKPKKRNETLVFSHNAVIAMRDGKLCLMWRVGNLRKSHLVEAHVRAQLLKSRITSEGEYIPLDQIDINVGFDSGIDRIFLVSPITIVHEIDEDSPLYDLSKQDIDNADFEIVVILEG.... Result: 1 (interaction). (2) The miRNA is hsa-miR-643 with sequence ACUUGUAUGCUAGCUCAGGUAG. The protein sequence of the target gene is MASESETLNPSARIMTFYPTMEEFRNFSRYIAYIESQGAHRAGLAKVVPPKEWKPRTSYDDIDDLVIPAPIQQLVTGQSGLFTQYNIQKKAMTVREFRKIANSDKYCTPRYSEFEELERKYWKNLTFNPPIYGADVNGTLYEQHVDEWNIGRLKTILDLVEKESGITIEGVNTPYLYFGMWKTSFAWHTEDMDLYSINYLHFGEPKSWYSVPPEHGKRLERLAKGFFPGSAQSCEAFLRHKMTLISPLMLKKYGIPFDKVTQEAGEFMITFPYGYHAGFNHGFNCAESTNFATRRWIEYG.... Result: 0 (no interaction). (3) The miRNA is cel-miR-1821-3p with sequence UGAGGUCUUAUAGUUAGGUAGA. The protein sequence of the target gene is MVDAFCATWKLTDSQNFDEYMKALGVGFATRQVGNVTKPTVIISQEGGKVVIRTQCTFKNTEINFQLGEEFEETSIDDRNCKSVVRLDGDKLIHVQKWDGKETNCTREIKDGKMVVTLTFGDIVAVRCYEKA. Result: 0 (no interaction). (4) The miRNA is hsa-miR-4793-3p with sequence UCUGCACUGUGAGUUGGCUGGCU. The protein sequence of the target gene is MASELAMNNSDLPTSPLAMEYVNDFDLMKFEVKKEPVETDRIISQCGRLIAGGSLSSTPMSTPCSSVPPSPSFSAPSPGSGSEQKAHLEDYYWMTGYPQQLNPEALGFSPEDAVEALISNSHQLQGGFDGYARGAQQLAAAAGAGAGASLGGSGEEMGPAAAVVSAVIAAAAAQSGAAPHYHHHHHHAAGHHHHPTAGAPGAAGGASASASGAGGAGGGGPASAGGGGGGGGGGGTAGAGGALHPHHAAGGLHFDDRFSDEQLVTMSVRELNRQLRGVSKEEVIRLKQKRRTLKNRGYAQ.... Result: 0 (no interaction). (5) The miRNA is hsa-let-7b-5p with sequence UGAGGUAGUAGGUUGUGUGGUU. The protein sequence of the target gene is MSDMEDDFMCDDEEDYDLEYSEDSNSEPNVDLENQYYNSKALKEDDPKAALSSFQKVLELEGEKGEWGFKALKQMIKINFKLTNFPEMMNRYKQLLTYIRSAVTRNYSEKSINSILDYISTSKQMDLLQEFYETTLEALKDAKNDRLWFKTNTKLGKLYLEREEYGKLQKILRQLHQSCQTDDGEDDLKKGTQLLEIYALEIQMYTAQKNNKKLKALYEQSLHIKSAIPHPLIMGVIRECGGKMHLREGEFEKAHTDFFEAFKNYDESGSPRRTTCLKYLVLANMLMKSGINPFDSQEAK.... Result: 1 (interaction). (6) The miRNA is mmu-miR-7213-3p with sequence UACCUCAAGAGAGCCAGUCU. The protein sequence of the target gene is MASKGAGMSFSRKSYRLTSDAEKSRVTGIVQEKLLNDYLNRIFSSSEHAPPAATSRKPLNFQNLPEHLDQLLQVDNEEEESQGQVEGRLGPSTVVLDHTGGFEGLLLVDDDLLGVIGHSNFGTIRSTTCVYKGKWLYEVLISSQGLMQIGWCTISCRFNQEEGVGDTHNSYAYDGNRVRKWNVTTTNYGKAWAAGDIVSCLIDLDDGTLSFCLNGVSLGTAFENLSRGLGMAYFPAISLSFKESVAFNFGSRPLRYPVAGYRPLQDPPSADLVRAQRLLGCFRAVLSVELDPVEGRLLDK.... Result: 0 (no interaction). (7) The miRNA is mmu-miR-7684-3p with sequence UGCUGACUGGGGCUGGCCUGUG. The protein sequence of the target gene is MMDSENKPENDEDEKINKEAQDLTKLSSHNEDGGPVSDVIASFPENSMGKRGFSESSNSDSVVIGEDRNKHASKRRKLDEAEPLKSGKQGICRLETSESSVTEGGIALDETGKETFLSDCTVGGTCLPNALSPSCNFSTIDVVSLKTDTEKTSAQEMVSLDLERESPFPPKEISVSCTIGNVDTVLKCSICGHLFSSCSDLEKHAESHMQQPKEHTCCHCSHKAESSSALHMHIKQAHGPQKVFSCDLCGFQCSEENLLNAHYLGKTHLRRQNLAARGGFVQILTKQPFPKKSRTMATKN.... Result: 0 (no interaction). (8) The miRNA is hsa-miR-5194 with sequence UGAGGGGUUUGGAAUGGGAUGG. The protein sequence of the target gene is MESNWTVHVFSRTLCHMLLWTAVLNLAAGTHDLPKAVVKLEPPWIQVLKEDTVTLTCEGTHNPGNSSTQWFHNGRSIRSQVQASYTFKATVNDSGEYRCQMEQTRLSDPVDLGVISDWLLLQTPQLVFLEGETITLRCHSWRNKLLNRISFFHNEKSVRYHHYSSNFSIPKANHSHSGDYYCKGSLGRTLHQSKPVTITVQGPKSSRSLPVLTIVAAVTGIAVAAIVIILVSLVYLKKKQVPALPGNPDHREMGETLPEEVGEYRQPSGGSVPVSPGPPSGLEPTSSSPYNPPDLEEAAK.... Result: 0 (no interaction).